Dataset: Reaction yield outcomes from USPTO patents with 853,638 reactions. Task: Predict the reaction yield, written as a fraction of the theoretical maximum amount of product (1.0 means a 100% yield; for example, 0.34 means a 34% yield). (1) The reactants are [O:1]=[C:2]1[CH:8]([CH2:9][C:10]([O:12]C)=[O:11])[CH2:7][C:6]2[CH:14]=[CH:15][C:16]([O:18][CH2:19][CH2:20][CH2:21][N:22]([C:31]3[CH:36]=[CH:35][CH:34]=[CH:33][N:32]=3)[C:23](=[O:30])[C:24]3[CH:29]=[CH:28][CH:27]=[CH:26][CH:25]=3)=[CH:17][C:5]=2[CH2:4][N:3]1[CH2:37][C:38]1[CH:43]=[CH:42][C:41]([C:44]([F:47])([F:46])[F:45])=[CH:40][CH:39]=1.N1C=CC=CC=1NCCCOC1C=CC2CC(CC(OCC)=O)C(=O)NCC=2C=1. No catalyst specified. The product is [O:1]=[C:2]1[CH:8]([CH2:9][C:10]([OH:12])=[O:11])[CH2:7][C:6]2[CH:14]=[CH:15][C:16]([O:18][CH2:19][CH2:20][CH2:21][N:22]([C:31]3[CH:36]=[CH:35][CH:34]=[CH:33][N:32]=3)[C:23](=[O:30])[C:24]3[CH:29]=[CH:28][CH:27]=[CH:26][CH:25]=3)=[CH:17][C:5]=2[CH2:4][N:3]1[CH2:37][C:38]1[CH:43]=[CH:42][C:41]([C:44]([F:47])([F:45])[F:46])=[CH:40][CH:39]=1. The yield is 0.100. (2) The reactants are C[O:2][C:3](=[O:28])[C:4]1[CH:9]=[CH:8][C:7]([O:10][CH2:11][CH2:12][O:13][N:14]=[C:15]([C:17]2[CH:22]=[CH:21][C:20]([C:23]([CH3:26])([CH3:25])[CH3:24])=[CH:19][CH:18]=2)[CH3:16])=[CH:6][C:5]=1[OH:27].[OH-].[Na+]. The catalyst is C(O)C. The product is [C:23]([C:20]1[CH:21]=[CH:22][C:17](/[C:15](=[N:14]/[O:13][CH2:12][CH2:11][O:10][C:7]2[CH:8]=[CH:9][C:4]([C:3]([OH:28])=[O:2])=[C:5]([OH:27])[CH:6]=2)/[CH3:16])=[CH:18][CH:19]=1)([CH3:24])([CH3:25])[CH3:26]. The yield is 0.470.